This data is from Reaction yield outcomes from USPTO patents with 853,638 reactions. The task is: Predict the reaction yield, written as a fraction of the theoretical maximum amount of product (1.0 means a 100% yield; for example, 0.34 means a 34% yield). (1) The reactants are [C:1]1([C@@H:7]([CH2:9][OH:10])[NH2:8])[CH:6]=[CH:5][CH:4]=[CH:3][CH:2]=1.[C:11](OCC)(=[O:15])[C:12]([CH3:14])=O. The catalyst is C(O)C(F)(F)F. The product is [CH3:14][C:12]1[C:11](=[O:15])[O:10][CH2:9][C@H:7]([C:1]2[CH:6]=[CH:5][CH:4]=[CH:3][CH:2]=2)[N:8]=1. The yield is 0.440. (2) The reactants are [CH:1]1([C:4]2[NH:5][C:6]([C:19]3[CH:24]=[CH:23][C:22]([F:25])=[CH:21][C:20]=3[F:26])=[C:7]([C:9]3[N:14]=[C:13]([OH:15])[C:12]([N+:16]([O-])=O)=[CH:11][CH:10]=3)[N:8]=2)[CH2:3][CH2:2]1. The yield is 0.890. The product is [NH2:16][C:12]1[C:13]([OH:15])=[N:14][C:9]([C:7]2[N:8]=[C:4]([CH:1]3[CH2:2][CH2:3]3)[NH:5][C:6]=2[C:19]2[CH:24]=[CH:23][C:22]([F:25])=[CH:21][C:20]=2[F:26])=[CH:10][CH:11]=1. The catalyst is C(O)C. (3) The reactants are [CH2:1]([O:8][C:9]([NH:11][C@@H:12]([CH3:26])[C:13]([NH:15][N:16]1[CH:20]=[CH:19][C:18]([Br:21])=[C:17]1[C:22]([O:24]C)=O)=[O:14])=[O:10])[C:2]1[CH:7]=[CH:6][CH:5]=[CH:4][CH:3]=1.[F:27][C:28]([F:37])([F:36])[C:29]1[N:34]=[C:33]([NH2:35])[CH:32]=[CH:31][CH:30]=1. No catalyst specified. The product is [Br:21][C:18]1[CH:19]=[CH:20][N:16]([NH:15][C:13](=[O:14])[C@@H:12]([NH:11][C:9](=[O:10])[O:8][CH2:1][C:2]2[CH:3]=[CH:4][CH:5]=[CH:6][CH:7]=2)[CH3:26])[C:17]=1[C:22](=[O:24])[NH:35][C:33]1[CH:32]=[CH:31][CH:30]=[C:29]([C:28]([F:36])([F:27])[F:37])[N:34]=1. The yield is 0.510. (4) The catalyst is C(OCC)(=O)C.C(Cl)(Cl)Cl.CCCCCC. The reactants are [Br:1][C:2]1[CH:3]=[C:4]([N+]([O-])=O)[C:5]([C:8]#[N:9])=[N:6][CH:7]=1.[CH2:13]([N:15]1[C:19]([OH:20])=[CH:18][CH:17]=[N:16]1)[CH3:14].C(=O)([O-])[O-].[Na+].[Na+].C(#N)C. The product is [Br:1][C:2]1[CH:3]=[C:4]([O:20][C:19]2[N:15]([CH2:13][CH3:14])[N:16]=[CH:17][CH:18]=2)[C:5]([C:8]#[N:9])=[N:6][CH:7]=1. The yield is 0.530. (5) The reactants are Cl.[NH2:2][CH2:3][C:4]1[CH:12]=[CH:11][CH:10]=[C:9]2[C:5]=1[C:6](=[O:22])[N:7]([CH:14]1[CH2:19][CH2:18][C:17](=[O:20])[NH:16][C:15]1=[O:21])[C:8]2=[O:13].N12CCCN=C1CCCCC2.ON1C2C=CC=CC=2N=N1.[F:44][C:45]([F:58])([F:57])[O:46][C:47]1[CH:52]=[CH:51][C:50]([CH2:53][C:54](O)=[O:55])=[CH:49][CH:48]=1.Cl.CN(C)CCCN=C=NCC. The catalyst is C(#N)C. The product is [O:21]=[C:15]1[CH:14]([N:7]2[C:6](=[O:22])[C:5]3[C:9](=[CH:10][CH:11]=[CH:12][C:4]=3[CH2:3][NH:2][C:54](=[O:55])[CH2:53][C:50]3[CH:51]=[CH:52][C:47]([O:46][C:45]([F:57])([F:44])[F:58])=[CH:48][CH:49]=3)[C:8]2=[O:13])[CH2:19][CH2:18][C:17](=[O:20])[NH:16]1. The yield is 0.640. (6) The reactants are [F:1][C:2]([F:12])([F:11])[O:3][C:4]1[CH:10]=[CH:9][CH:8]=[CH:7][C:5]=1[NH2:6].P(=O)(O)(O)O.[N+]([O-])(O)=O.[N:22]([O-])=O.[Na+].C([O-])(=O)C.[K+].[C:31]([CH2:34][C:35](=[O:37])[CH3:36])(=[O:33])[CH3:32]. The catalyst is O.C(O)C. The product is [F:1][C:2]([F:11])([F:12])[O:3][C:4]1[CH:10]=[CH:9][CH:8]=[CH:7][C:5]=1[NH:6][N:22]=[C:34]([C:35](=[O:37])[CH3:36])[C:31](=[O:33])[CH3:32]. The yield is 0.800. (7) The reactants are [Br:1][C:2]1[CH:18]=[CH:17][C:5]2[N:6]=[C:7]([C:9]3[CH:14]=[CH:13][C:12]([O:15]C)=[CH:11][CH:10]=3)[S:8][C:4]=2[CH:3]=1. The catalyst is B(Br)(Br)Br.[Cl-].[Na+].O. The product is [Br:1][C:2]1[CH:18]=[CH:17][C:5]2[N:6]=[C:7]([C:9]3[CH:10]=[CH:11][C:12]([OH:15])=[CH:13][CH:14]=3)[S:8][C:4]=2[CH:3]=1. The yield is 1.00. (8) The reactants are [Br:1][C:2]1[C:3]([O:9][CH3:10])=[N:4][C:5](Cl)=[N:6][CH:7]=1.[CH2:11]([NH2:13])[CH3:12]. The catalyst is C1COCC1.O. The product is [Br:1][C:2]1[C:3]([O:9][CH3:10])=[N:4][C:5]([NH:13][CH2:11][CH3:12])=[N:6][CH:7]=1. The yield is 0.870. (9) The reactants are [F:1][C:2]1[CH:7]=[CH:6][C:5]([C:8](=O)[CH2:9][C:10]2[CH:14]=[CH:13][S:12][CH:11]=2)=[CH:4][CH:3]=1.[CH2:16]([O:18][C:19]1[CH:20]=[C:21]([CH:24]=[C:25]([N+:28]([O-:30])=[O:29])[C:26]=1[OH:27])[CH:22]=O)[CH3:17].[NH2:31][C:32]([NH2:34])=[O:33].Cl. The catalyst is CCO.CCOC(C)=O. The product is [CH2:16]([O:18][C:19]1[CH:20]=[C:21]([CH:22]2[C:9]([C:10]3[CH:14]=[CH:13][S:12][CH:11]=3)=[C:8]([C:5]3[CH:6]=[CH:7][C:2]([F:1])=[CH:3][CH:4]=3)[NH:34][C:32](=[O:33])[NH:31]2)[CH:24]=[C:25]([N+:28]([O-:30])=[O:29])[C:26]=1[OH:27])[CH3:17]. The yield is 0.270.